This data is from Reaction yield outcomes from USPTO patents with 853,638 reactions. The task is: Predict the reaction yield, written as a fraction of the theoretical maximum amount of product (1.0 means a 100% yield; for example, 0.34 means a 34% yield). The reactants are [CH3:1][C@@H:2]1[CH2:7][CH2:6][C@H:5]([O:8][C:9]2[C:10]([C:21]([F:24])([F:23])[F:22])=[C:11]3[C:16](=[CH:17][CH:18]=2)[CH:15]=[C:14]([CH:19]=[O:20])[CH:13]=[CH:12]3)[CH2:4][CH2:3]1.[CH3:25]C(C)=O.C(=O)=O.C[Mg+].[Br-].C1(C)C=CC=CC=1.C1COCC1. The catalyst is C1COCC1. The product is [CH3:1][C@@H:2]1[CH2:3][CH2:4][C@H:5]([O:8][C:9]2[C:10]([C:21]([F:22])([F:23])[F:24])=[C:11]3[C:16](=[CH:17][CH:18]=2)[CH:15]=[C:14]([CH:19]([OH:20])[CH3:25])[CH:13]=[CH:12]3)[CH2:6][CH2:7]1. The yield is 0.820.